From a dataset of NCI-60 drug combinations with 297,098 pairs across 59 cell lines. Regression. Given two drug SMILES strings and cell line genomic features, predict the synergy score measuring deviation from expected non-interaction effect. (1) Drug 1: CCC(=C(C1=CC=CC=C1)C2=CC=C(C=C2)OCCN(C)C)C3=CC=CC=C3.C(C(=O)O)C(CC(=O)O)(C(=O)O)O. Drug 2: CC12CCC3C(C1CCC2OP(=O)(O)O)CCC4=C3C=CC(=C4)OC(=O)N(CCCl)CCCl.[Na+]. Cell line: COLO 205. Synergy scores: CSS=4.56, Synergy_ZIP=-2.89, Synergy_Bliss=-6.77, Synergy_Loewe=-8.31, Synergy_HSA=-7.56. (2) Drug 1: CCCS(=O)(=O)NC1=C(C(=C(C=C1)F)C(=O)C2=CNC3=C2C=C(C=N3)C4=CC=C(C=C4)Cl)F. Drug 2: C1=NC2=C(N1)C(=S)N=CN2. Cell line: HCT-15. Synergy scores: CSS=7.25, Synergy_ZIP=-5.83, Synergy_Bliss=-9.69, Synergy_Loewe=-30.0, Synergy_HSA=-11.8.